This data is from NCI-60 drug combinations with 297,098 pairs across 59 cell lines. The task is: Regression. Given two drug SMILES strings and cell line genomic features, predict the synergy score measuring deviation from expected non-interaction effect. (1) Drug 1: CC(CN1CC(=O)NC(=O)C1)N2CC(=O)NC(=O)C2. Drug 2: C1CN(P(=O)(OC1)NCCCl)CCCl. Cell line: LOX IMVI. Synergy scores: CSS=24.3, Synergy_ZIP=-6.05, Synergy_Bliss=-1.29, Synergy_Loewe=-2.63, Synergy_HSA=0.471. (2) Drug 1: CCC1(CC2CC(C3=C(CCN(C2)C1)C4=CC=CC=C4N3)(C5=C(C=C6C(=C5)C78CCN9C7C(C=CC9)(C(C(C8N6C)(C(=O)OC)O)OC(=O)C)CC)OC)C(=O)OC)O.OS(=O)(=O)O. Drug 2: C1=NNC2=C1C(=O)NC=N2. Cell line: MOLT-4. Synergy scores: CSS=2.09, Synergy_ZIP=-0.790, Synergy_Bliss=-0.325, Synergy_Loewe=-0.203, Synergy_HSA=-0.761. (3) Drug 1: C1=CC(=CC=C1CC(C(=O)O)N)N(CCCl)CCCl.Cl. Drug 2: CC1=C(C=C(C=C1)C(=O)NC2=CC(=CC(=C2)C(F)(F)F)N3C=C(N=C3)C)NC4=NC=CC(=N4)C5=CN=CC=C5. Cell line: UACC62. Synergy scores: CSS=7.43, Synergy_ZIP=-2.89, Synergy_Bliss=1.63, Synergy_Loewe=1.66, Synergy_HSA=1.94. (4) Drug 1: C1=NC(=NC(=O)N1C2C(C(C(O2)CO)O)O)N. Drug 2: CC12CCC3C(C1CCC2OP(=O)(O)O)CCC4=C3C=CC(=C4)OC(=O)N(CCCl)CCCl.[Na+]. Cell line: NCI-H522. Synergy scores: CSS=19.8, Synergy_ZIP=-11.8, Synergy_Bliss=-5.06, Synergy_Loewe=-6.92, Synergy_HSA=-2.50.